This data is from NCI-60 drug combinations with 297,098 pairs across 59 cell lines. The task is: Regression. Given two drug SMILES strings and cell line genomic features, predict the synergy score measuring deviation from expected non-interaction effect. Drug 1: CN1CCC(CC1)COC2=C(C=C3C(=C2)N=CN=C3NC4=C(C=C(C=C4)Br)F)OC. Drug 2: COC1=CC(=CC(=C1O)OC)C2C3C(COC3=O)C(C4=CC5=C(C=C24)OCO5)OC6C(C(C7C(O6)COC(O7)C8=CC=CS8)O)O. Cell line: SK-MEL-28. Synergy scores: CSS=4.60, Synergy_ZIP=-0.398, Synergy_Bliss=0.302, Synergy_Loewe=-18.9, Synergy_HSA=-2.56.